Dataset: Forward reaction prediction with 1.9M reactions from USPTO patents (1976-2016). Task: Predict the product of the given reaction. (1) Given the reactants [P:1]([OH:4])([OH:3])[OH:2].[NH2:5][CH2:6][CH2:7][CH2:8][C:9]([OH:11])=O.N1CCOCC1.Cl.P(Cl)(Cl)Cl, predict the reaction product. The product is: [CH2:7]([CH2:6][NH2:5])[CH2:8][C:9]([P:1]([OH:4])([OH:3])=[O:2])([P:1]([OH:4])([OH:3])=[O:2])[OH:11]. (2) Given the reactants [NH2:1][C:2]1[N:10]=[CH:9][CH:8]=[CH:7][C:3]=1[C:4]([OH:6])=O.[F:11][C:12]1[CH:19]=[CH:18][CH:17]=[C:16]([F:20])[C:13]=1[CH2:14][NH2:15].CN([P+](ON1N=NC2C=CC=CC1=2)(N(C)C)N(C)C)C.F[P-](F)(F)(F)(F)F.C(N(CC)CC)C, predict the reaction product. The product is: [F:11][C:12]1[CH:19]=[CH:18][CH:17]=[C:16]([F:20])[C:13]=1[CH2:14][NH:15][C:4](=[O:6])[C:3]1[CH:7]=[CH:8][CH:9]=[N:10][C:2]=1[NH2:1]. (3) Given the reactants [F:1][C:2]1[CH:3]=[C:4]([N:9]2[CH2:13][CH:12]([CH2:14][OH:15])[O:11][C:10]2=[O:16])[CH:5]=[CH:6][C:7]=1[I:8].C(N(CC)CC)C.[CH3:24][S:25](Cl)(=[O:27])=[O:26], predict the reaction product. The product is: [F:1][C:2]1[CH:3]=[C:4]([N:9]2[CH2:13][C@H:12]([CH2:14][O:15][S:25]([CH3:24])(=[O:27])=[O:26])[O:11][C:10]2=[O:16])[CH:5]=[CH:6][C:7]=1[I:8]. (4) Given the reactants C(N(CC)CC)C.[F:8][C:9]1[C:14]([F:15])=[CH:13][CH:12]=[CH:11][C:10]=1[C:16]1[N:37]=[C:19]2[CH:20]=[N:21][N:22]([CH2:24][C:25]3[O:29][N:28]=[C:27]([C:30]4[CH:35]=[CH:34][C:33](I)=[CH:32][CH:31]=4)[CH:26]=3)[CH:23]=[C:18]2[N:17]=1.[CH:38]1([C:43]#[CH:44])[CH2:42][CH2:41][CH2:40][CH2:39]1, predict the reaction product. The product is: [CH:38]1([C:43]#[C:44][C:33]2[CH:34]=[CH:35][C:30]([C:27]3[CH:26]=[C:25]([CH2:24][N:22]4[CH:23]=[C:18]5[N:17]=[C:16]([C:10]6[CH:11]=[CH:12][CH:13]=[C:14]([F:15])[C:9]=6[F:8])[N:37]=[C:19]5[CH:20]=[N:21]4)[O:29][N:28]=3)=[CH:31][CH:32]=2)[CH2:42][CH2:41][CH2:40][CH2:39]1.